From a dataset of Catalyst prediction with 721,799 reactions and 888 catalyst types from USPTO. Predict which catalyst facilitates the given reaction. (1) Reactant: [CH3:1][C@@H:2]([NH:13][CH2:14][CH2:15][CH2:16][C:17]1[CH:18]=[CH:19][CH:20]=[C:21]([C:23]([F:26])([F:25])[F:24])[CH:22]=1)[C:3]1[CH:4]=[CH:5][CH:6]=[C:7]2[CH:12]=[CH:11][CH:10]=[CH:9][C:8]=12.C(C1C=C(C(F)(F)F)C=CC=1)#C.CC(C)=[O:41].C(=O)=O.[Li]CCCC.N([C@@H](C1C2C(=CC=CC=2)C=CC=1)C)=C=O.[Cl-].[NH4+]. The catalyst class is: 134. Product: [C:3]1([C@H:2]([NH:13][C:14](=[O:41])[C:15]#[C:16][C:17]2[CH:18]=[CH:19][CH:20]=[C:21]([C:23]([F:24])([F:25])[F:26])[CH:22]=2)[CH3:1])[C:8]2[C:7](=[CH:12][CH:11]=[CH:10][CH:9]=2)[CH:6]=[CH:5][CH:4]=1. (2) Reactant: [CH3:1][O:2][C:3]([C@@H:5]1[C@@H:9]([CH2:10][C:11]2[CH:16]=[CH:15][C:14]([Cl:17])=[CH:13][CH:12]=2)[CH2:8][NH:7][CH2:6]1)=[O:4].CCN(C(C)C)C(C)C.[C:27](Cl)(=[O:29])[CH3:28]. Product: [CH3:1][O:2][C:3]([C@@H:5]1[C@@H:9]([CH2:10][C:11]2[CH:12]=[CH:13][C:14]([Cl:17])=[CH:15][CH:16]=2)[CH2:8][N:7]([C:27](=[O:29])[CH3:28])[CH2:6]1)=[O:4]. The catalyst class is: 2. (3) Reactant: [Cl:1][C:2]1[N:10]=[C:9]2[C:5]([NH:6][C:7](=[O:12])[N:8]2[CH3:11])=[CH:4][N:3]=1.C(=O)([O-])[O-].[Cs+].[Cs+].CN(C)C=O.[CH3:24][Si:25]([CH3:32])([CH3:31])[CH2:26][CH2:27][O:28][CH2:29]Cl. Product: [Cl:1][C:2]1[N:10]=[C:9]2[C:5]([N:6]([CH2:29][O:28][CH2:27][CH2:26][Si:25]([CH3:32])([CH3:31])[CH3:24])[C:7](=[O:12])[N:8]2[CH3:11])=[CH:4][N:3]=1. The catalyst class is: 6. (4) Reactant: [CH2:1]([OH:8])[C:2]#[C:3][C:4]#[C:5][CH2:6][OH:7].[H-].[Na+].Br[CH2:12][C:13]([O:15][C:16]([CH3:19])([CH3:18])[CH3:17])=[O:14]. The catalyst class is: 9. Product: [OH:7][CH2:6][C:5]#[C:4][C:3]#[C:2][CH2:1][O:8][CH2:12][C:13]([O:15][C:16]([CH3:19])([CH3:18])[CH3:17])=[O:14]. (5) Reactant: [NH:1]1[C:9]2[C:4](=[CH:5][CH:6]=[CH:7][CH:8]=2)[C:3]([CH2:10][CH2:11][CH:12]=[C:13]2[CH2:18][CH2:17][C:16]([CH2:22][CH2:23][CH2:24][CH3:25])([N:19]([CH3:21])[CH3:20])[CH2:15][CH2:14]2)=[CH:2]1. Product: [CH3:20][N:19]([CH3:21])[C:16]1([CH2:22][CH2:23][CH2:24][CH3:25])[CH2:17][CH2:18][C:13]2([C:2]3[NH:1][C:9]4[C:4](=[CH:5][CH:6]=[CH:7][CH:8]=4)[C:3]=3[CH2:10][CH2:11][CH2:12]2)[CH2:14][CH2:15]1. The catalyst class is: 451.